This data is from Forward reaction prediction with 1.9M reactions from USPTO patents (1976-2016). The task is: Predict the product of the given reaction. (1) Given the reactants [C:1]([NH:4][C@H:5]([C@H:11]1[C@H:15]([NH:16][C:17]([NH:26]C(OC(C)(C)C)=O)=[N:18]C(OC(C)(C)C)=O)[CH2:14][C@H:13]([C:34]([O:36][CH2:37][C@H:38]2[N:42](C(OC(C)(C)C)=O)[C@@H:41]([C:50]3[C:54]4[N:55]=[CH:56][N:57]=[C:58]([NH2:59])[C:53]=4[NH:52][CH:51]=3)[C@@H:40]3[O:60]C(C)(C)[O:62][C@H:39]23)=[O:35])[C@H:12]1[OH:65])[CH:6]([CH2:9][CH3:10])[CH2:7][CH3:8])(=[O:3])[CH3:2].C(O)(C(F)(F)F)=O, predict the reaction product. The product is: [C:1]([NH:4][C@H:5]([C@H:11]1[C@H:15]([NH:16][C:17]([NH2:26])=[NH:18])[CH2:14][C@H:13]([C:34]([O:36][CH2:37][C@@H:38]2[C@@H:39]([OH:62])[C@@H:40]([OH:60])[C@H:41]([C:50]3[C:54]4[N:55]=[CH:56][N:57]=[C:58]([NH2:59])[C:53]=4[NH:52][CH:51]=3)[NH:42]2)=[O:35])[C@H:12]1[OH:65])[CH:6]([CH2:9][CH3:10])[CH2:7][CH3:8])(=[O:3])[CH3:2]. (2) The product is: [Cl:1][C:21]1[C:20]2[C:25](=[CH:26][C:27]([F:28])=[C:18]([F:17])[CH:19]=2)[N:24]=[CH:23][C:22]=1[C:29]([O:31][CH2:32][CH3:33])=[O:30]. Given the reactants [Cl:1]C1C2C(=CC=CC=2)N=CC=1C(OCC)=O.[F:17][C:18]1[CH:19]=[C:20]2[C:25](=[CH:26][C:27]=1[F:28])[N:24]=[CH:23][C:22]([C:29]([O:31][CH2:32][CH3:33])=[O:30])=[C:21]2O, predict the reaction product. (3) Given the reactants [Br:1][C:2]1[C:3]([N:12]2[CH2:17][CH2:16][N:15]([CH2:18][C:19]3[N:20]([CH3:24])[CH:21]=[CH:22][N:23]=3)[CH2:14][CH2:13]2)=[C:4]([N+:9]([O-])=O)[C:5]([NH2:8])=[N:6][CH:7]=1.CCO.[CH:28](=O)[C:29]1[CH:34]=[CH:33][C:32]([O:35][CH3:36])=[CH:31][CH:30]=1.[O-]S(S([O-])=O)=O.[Na+].[Na+], predict the reaction product. The product is: [Br:1][C:2]1[C:3]([N:12]2[CH2:17][CH2:16][N:15]([CH2:18][C:19]3[N:20]([CH3:24])[CH:21]=[CH:22][N:23]=3)[CH2:14][CH2:13]2)=[C:4]2[N:9]=[C:28]([C:29]3[CH:34]=[CH:33][C:32]([O:35][CH3:36])=[CH:31][CH:30]=3)[NH:8][C:5]2=[N:6][CH:7]=1. (4) Given the reactants [CH3:1][O:2][C:3]1[CH:8]=[CH:7][N:6]=[CH:5][C:4]=1[C:9]1[CH:10]=[C:11]2[C:15](=[CH:16][CH:17]=1)[N:14](COCC[Si](C)(C)C)[N:13]=[C:12]2[NH:26][C:27]1[N:31]([C:32]2[CH:37]=[CH:36][CH:35]=[CH:34][CH:33]=2)[C:30]2[CH:38]=[CH:39][C:40]([CH2:42][OH:43])=[CH:41][C:29]=2[N:28]=1.Cl, predict the reaction product. The product is: [CH3:1][O:2][C:3]1[CH:8]=[CH:7][N:6]=[CH:5][C:4]=1[C:9]1[CH:10]=[C:11]2[C:15](=[CH:16][CH:17]=1)[NH:14][N:13]=[C:12]2[NH:26][C:27]1[N:31]([C:32]2[CH:33]=[CH:34][CH:35]=[CH:36][CH:37]=2)[C:30]2[CH:38]=[CH:39][C:40]([CH2:42][OH:43])=[CH:41][C:29]=2[N:28]=1. (5) Given the reactants Br[C:2]1[CH:7]=[CH:6][CH:5]=[C:4]([CH2:8][C:9]2[CH:14]=[CH:13][C:12]([CH2:15][CH3:16])=[CH:11][CH:10]=2)[CH:3]=1.CCCCCC.C([Li])CCC.[B:28](OC)([O:31]C)[O:29]C.S(=O)(=O)(O)O, predict the reaction product. The product is: [CH2:15]([C:12]1[CH:13]=[CH:14][C:9]([CH2:8][C:4]2[CH:3]=[C:2]([B:28]([OH:31])[OH:29])[CH:7]=[CH:6][CH:5]=2)=[CH:10][CH:11]=1)[CH3:16].